This data is from Full USPTO retrosynthesis dataset with 1.9M reactions from patents (1976-2016). The task is: Predict the reactants needed to synthesize the given product. Given the product [C:1]([C:3]1[C:11]2[CH2:10][CH2:9][N:8]([C:12](=[O:18])[CH2:13][OH:14])[CH2:7][C:6]=2[S:5][C:4]=1[NH:19][C:20](=[O:29])/[CH:21]=[CH:22]/[C:23]1[CH:28]=[CH:27][CH:26]=[CH:25][CH:24]=1)#[N:2], predict the reactants needed to synthesize it. The reactants are: [C:1]([C:3]1[C:11]2[CH2:10][CH2:9][N:8]([C:12](=[O:18])[CH2:13][O:14]C(=O)C)[CH2:7][C:6]=2[S:5][C:4]=1[NH:19][C:20](=[O:29])/[CH:21]=[CH:22]/[C:23]1[CH:28]=[CH:27][CH:26]=[CH:25][CH:24]=1)#[N:2].[OH-].[Na+].